Dataset: Full USPTO retrosynthesis dataset with 1.9M reactions from patents (1976-2016). Task: Predict the reactants needed to synthesize the given product. (1) Given the product [ClH:8].[Cl:8][C:9]1[CH:28]=[CH:27][C:12]2[O:13][C:14]3[CH:26]=[CH:25][CH:24]=[CH:23][C:15]=3[C@@H:16]([CH2:20][NH:19][CH3:21])[C@H:17]([C:18]([OH:22])=[O:4])[C:11]=2[CH:10]=1, predict the reactants needed to synthesize it. The reactants are: Cl.C(OCC)(=[O:4])C.[Cl:8][C:9]1[CH:28]=[CH:27][C:12]2[O:13][C:14]3[CH:26]=[CH:25][CH:24]=[CH:23][C:15]=3[C@H:16]3[CH2:20][N:19]([CH3:21])[C:18](=[O:22])[C@@H:17]3[C:11]=2[CH:10]=1. (2) Given the product [F:1][C:2]1[CH:9]=[C:8]([OH:10])[CH:7]=[CH:6][C:3]=1[CH2:4][N:11]1[CH2:15][CH2:14][CH2:13][CH2:12]1, predict the reactants needed to synthesize it. The reactants are: [F:1][C:2]1[CH:9]=[C:8]([OH:10])[CH:7]=[CH:6][C:3]=1[CH:4]=O.[NH:11]1[CH2:15][CH2:14][CH2:13][CH2:12]1.C(O[BH-](OC(=O)C)OC(=O)C)(=O)C.[Na+].[OH-].[Na+]. (3) Given the product [C:1]([C:5]1[CH:6]=[C:7]([NH:17][C:18]([C:20]2[C:29]3[C:24](=[CH:25][C:26]([O:30][C:31]4[CH:36]=[C:35]([NH:38][CH2:39][CH2:40][CH2:41][N:42]5[CH2:43][CH2:44][N:45]([CH3:48])[CH2:46][CH2:47]5)[N:34]=[CH:33][N:32]=4)=[CH:27][CH:28]=3)[CH:23]=[CH:22][CH:21]=2)=[O:19])[N:8]([C:10]2[CH:15]=[CH:14][C:13]([F:16])=[CH:12][CH:11]=2)[N:9]=1)([CH3:4])([CH3:3])[CH3:2], predict the reactants needed to synthesize it. The reactants are: [C:1]([C:5]1[CH:6]=[C:7]([NH:17][C:18]([C:20]2[C:29]3[C:24](=[CH:25][C:26]([O:30][C:31]4[CH:36]=[C:35](Cl)[N:34]=[CH:33][N:32]=4)=[CH:27][CH:28]=3)[CH:23]=[CH:22][CH:21]=2)=[O:19])[N:8]([C:10]2[CH:15]=[CH:14][C:13]([F:16])=[CH:12][CH:11]=2)[N:9]=1)([CH3:4])([CH3:3])[CH3:2].[NH2:38][CH2:39][CH2:40][CH2:41][N:42]1[CH2:47][CH2:46][N:45]([CH3:48])[CH2:44][CH2:43]1. (4) Given the product [NH2:8][C@H:9]([CH2:20][O:21][CH:22]([F:24])[F:23])[C:10]([OH:12])=[O:11], predict the reactants needed to synthesize it. The reactants are: C([N:8](CC1C=CC=CC=1)[C@H:9]([CH2:20][O:21][CH:22]([F:24])[F:23])[C:10]([O:12]CC1C=CC=CC=1)=[O:11])C1C=CC=CC=1. (5) The reactants are: ClC1C(C(OCC)=O)=[N:4]N2C=1CCOC1C=CC(I)=CC2=1.C([C@]1(O)CCN(C)C1=O)#C.C([O:34][C:35]([C:37]1[C:46]([Cl:47])=[C:45]2[N:39]([C:40]3[CH:51]=[C:50]([C:52]#[C:53][C@:54]4([OH:61])[CH2:58][CH2:57][N:56]([CH3:59])[C:55]4=[O:60])[CH:49]=[CH:48][C:41]=3[O:42][CH2:43][CH2:44]2)[N:38]=1)=O)C. Given the product [Cl:47][C:46]1[C:37]([C:35]([NH2:4])=[O:34])=[N:38][N:39]2[C:45]=1[CH2:44][CH2:43][O:42][C:41]1[CH:48]=[CH:49][C:50]([C:52]#[C:53][C@:54]3([OH:61])[CH2:58][CH2:57][N:56]([CH3:59])[C:55]3=[O:60])=[CH:51][C:40]2=1, predict the reactants needed to synthesize it. (6) Given the product [NH2:21][C:10]1[S:11][CH2:12][C@@H:13]2[C@@H:14]([C:17]([F:19])([F:20])[F:18])[O:15][CH2:16][C@:8]2([C:6]2[CH:7]=[C:2]([NH:1][C:38]([C:35]3[CH:34]=[N:33][C:32]([C:31]([F:41])([F:30])[F:42])=[CH:37][N:36]=3)=[O:39])[CH:3]=[CH:4][C:5]=2[F:29])[N:9]=1, predict the reactants needed to synthesize it. The reactants are: [NH2:1][C:2]1[CH:3]=[CH:4][C:5]([F:29])=[C:6]([C@:8]23[CH2:16][O:15][C@H:14]([C:17]([F:20])([F:19])[F:18])[C@H:13]2[CH2:12][S:11][C:10]([NH:21]C(=O)OC(C)(C)C)=[N:9]3)[CH:7]=1.[F:30][C:31]([F:42])([F:41])[C:32]1[N:33]=[CH:34][C:35]([C:38](O)=[O:39])=[N:36][CH:37]=1.